This data is from Full USPTO retrosynthesis dataset with 1.9M reactions from patents (1976-2016). The task is: Predict the reactants needed to synthesize the given product. (1) The reactants are: [O:1]1[CH2:6][CH2:5][C:4](=[O:7])[CH2:3][CH2:2]1.[Li+].C[Si]([N-][Si](C)(C)C)(C)C.C1COCC1.[F:23][CH2:24][CH:25]([O:28][CH2:29][C:30](Cl)=[O:31])[CH2:26][F:27].C(O)(=O)C. Given the product [F:23][CH2:24][CH:25]([O:28][CH2:29][C:30]([CH:3]1[C:4](=[O:7])[CH2:5][CH2:6][O:1][CH2:2]1)=[O:31])[CH2:26][F:27], predict the reactants needed to synthesize it. (2) Given the product [CH3:22][C@H:20]1[CH2:19][N:18]2[C@H:17]([C:15](=[O:16])[O:14][CH2:13][C@H:12]([NH:11][C:9](=[O:10])[O:8][CH2:1][C:54]3[CH:59]=[CH:58][CH:57]=[CH:56][CH:55]=3)[C:42](=[O:43])[N:38]3[C@H:37]([C:35](=[O:36])[N:30]4[C@H:29]([C:27](=[O:28])[NH:26][C@@H:24]([CH3:25])[C:23]2=[O:49])[CH2:34][CH2:33][CH2:32][CH2:31]4)[CH2:41][CH2:40][CH2:39]3)[CH2:21]1, predict the reactants needed to synthesize it. The reactants are: [CH2:1]([O:8][C:9]([NH:11][C@H:12](C(O)=O)[CH2:13][O:14][C:15]([C@@H:17]1[CH2:21][C@@H:20]([CH3:22])[CH2:19][N:18]1[C:23](=[O:49])[C@@H:24]([NH:26][C:27]([C@@H:29]1[CH2:34][CH2:33][CH2:32][CH2:31][N:30]1[C:35]([C@@H:37]1[CH2:41][CH2:40][CH2:39][N:38]1[C:42](OC(C)(C)C)=[O:43])=[O:36])=[O:28])[CH3:25])=[O:16])=[O:10])C1C=CC=CC=1.F[C:54]1[C:59](O)=[C:58](F)[C:57](F)=[C:56](F)[C:55]=1F.C(Cl)CCl. (3) Given the product [CH3:21][N:22]1[C:27]2[CH:28]=[C:29]([C:2]3[N:7]=[C:6]([O:8][C@@H:9]([C@@H:11]4[CH2:12][C:13](=[O:16])[NH:14][CH2:15]4)[CH3:10])[C:5]4[N:17]([CH3:20])[CH:18]=[N:19][C:4]=4[CH:3]=3)[CH:30]=[CH:31][C:26]=2[C:25]([CH3:41])([CH3:42])[O:24][C:23]1=[O:43], predict the reactants needed to synthesize it. The reactants are: Cl[C:2]1[N:7]=[C:6]([O:8][C@@H:9]([C@H:11]2[CH2:15][NH:14][C:13](=[O:16])[CH2:12]2)[CH3:10])[C:5]2[N:17]([CH3:20])[CH:18]=[N:19][C:4]=2[CH:3]=1.[CH3:21][N:22]1[C:27]2[CH:28]=[C:29](B3OC(C)(C)C(C)(C)O3)[CH:30]=[CH:31][C:26]=2[C:25]([CH3:42])([CH3:41])[O:24][C:23]1=[O:43].N1C2C=CC=CC=2COC1=O.